From a dataset of Reaction yield outcomes from USPTO patents with 853,638 reactions. Predict the reaction yield, written as a fraction of the theoretical maximum amount of product (1.0 means a 100% yield; for example, 0.34 means a 34% yield). (1) The reactants are [N+:1]([C:4]1[CH:9]=[CH:8][CH:7]=[CH:6][C:5]=1[S:10](Cl)(=[O:12])=[O:11])([O-:3])=[O:2].Cl.[CH2:15]([O:22][NH2:23])[C:16]1[CH:21]=[CH:20][CH:19]=[CH:18][CH:17]=1. The catalyst is N1C=CC=CC=1. The product is [CH2:15]([O:22][NH:23][S:10]([C:5]1[CH:6]=[CH:7][CH:8]=[CH:9][C:4]=1[N+:1]([O-:3])=[O:2])(=[O:12])=[O:11])[C:16]1[CH:21]=[CH:20][CH:19]=[CH:18][CH:17]=1. The yield is 0.626. (2) The reactants are [N+:1]([C:4]1[CH:14]=[CH:13][C:7]2[S:8](=[O:12])(=[O:11])[CH:9]=[CH:10][C:6]=2[CH:5]=1)([O-])=O. The catalyst is [Pd].CCO.C1COCC1. The product is [O:11]=[S:8]1(=[O:12])[CH2:9][CH2:10][C:6]2[CH:5]=[C:4]([NH2:1])[CH:14]=[CH:13][C:7]1=2. The yield is 0.920. (3) The reactants are [F:1][C:2]1[CH:7]=[C:6]([I:8])[CH:5]=[CH:4][C:3]=1[CH3:9].[Br:10]N1C(=O)CCC1=O.N(C(C)(C)C#N)=NC(C)(C)C#N. The catalyst is CC(C)=O. The product is [Br:10][CH2:9][C:3]1[CH:4]=[CH:5][C:6]([I:8])=[CH:7][C:2]=1[F:1].[F:1][C:2]1[CH:7]=[C:6]([I:8])[CH:5]=[CH:4][C:3]=1[CH3:9]. The yield is 0.730. (4) The reactants are [CH3:1][O:2][C:3]1[N:8]=[C:7]([O:9][CH3:10])[C:6](B(O)O)=[CH:5][N:4]=1.I[C:15]1[CH:20]=[N:19][CH:18]=[CH:17][N:16]=1.C([O-])([O-])=O.[Na+].[Na+].C1C=CC(P(C2C=CC=CC=2)C2C=CC=CC=2)=CC=1. The catalyst is C(O)CC.CC([O-])=O.CC([O-])=O.[Pd+2]. The product is [CH3:1][O:2][C:3]1[N:8]=[C:7]([O:9][CH3:10])[C:6]([C:15]2[CH:20]=[N:19][CH:18]=[CH:17][N:16]=2)=[CH:5][N:4]=1. The yield is 0.450. (5) The reactants are [CH2:1]([CH:4]([C:8]1[CH:13]=[CH:12][CH:11]=[CH:10][CH:9]=1)[CH2:5][CH2:6][CH3:7])[CH2:2][CH3:3].[CH3:14][O:15]C(Cl)Cl. The catalyst is C(Cl)(Cl)Cl.[Ti](Cl)(Cl)(Cl)Cl. The product is [CH2:1]([CH:4]([C:8]1[CH:9]=[CH:10][C:11]([CH:14]=[O:15])=[CH:12][CH:13]=1)[CH2:5][CH2:6][CH3:7])[CH2:2][CH3:3]. The yield is 0.870. (6) The reactants are [CH:1]1[C:13]2[CH:12]([CH2:14][O:15][C:16]([NH:18][C@H:19]([C:25]([OH:27])=[O:26])[CH2:20][CH2:21][CH2:22][CH2:23][NH2:24])=[O:17])[C:11]3[C:6](=[CH:7][CH:8]=[CH:9][CH:10]=3)[C:5]=2[CH:4]=[CH:3][CH:2]=1.[I:28][C:29]1[CH:34]=[CH:33][C:32]([S:35](Cl)(=[O:37])=[O:36])=[CH:31][CH:30]=1. No catalyst specified. The product is [I:28][C:29]1[CH:34]=[CH:33][C:32]([S:35]([NH:24][CH2:23][CH2:22][CH2:21][CH2:20][C@@H:19]([C:25]([OH:27])=[O:26])[NH:18][C:16]([O:15][CH2:14][CH:12]2[C:11]3[CH:10]=[CH:9][CH:8]=[CH:7][C:6]=3[C:5]3[C:13]2=[CH:1][CH:2]=[CH:3][CH:4]=3)=[O:17])(=[O:37])=[O:36])=[CH:31][CH:30]=1. The yield is 0.680. (7) The product is [Cl:33][C:27]1[CH:28]=[CH:29][C:30]([Cl:32])=[CH:31][C:26]=1[O:25][CH2:24][CH2:23][NH:22][C:19]1[CH:20]=[CH:21][C:16]([O:15][C:6]2[C:5]3[C:10](=[CH:11][C:12]([O:13][CH3:14])=[C:3]([O:2][CH3:1])[CH:4]=3)[N:9]=[CH:8][CH:7]=2)=[CH:17][CH:18]=1. The yield is 0.800. The catalyst is O1CCCC1. The reactants are [CH3:1][O:2][C:3]1[CH:4]=[C:5]2[C:10](=[CH:11][C:12]=1[O:13][CH3:14])[N:9]=[CH:8][CH:7]=[C:6]2[O:15][C:16]1[CH:21]=[CH:20][C:19]([NH:22][C:23](=O)[CH2:24][O:25][C:26]2[CH:31]=[C:30]([Cl:32])[CH:29]=[CH:28][C:27]=2[Cl:33])=[CH:18][CH:17]=1.Cl.[OH-].[Na+]. (8) The reactants are FC1[CH:3]=[C:4]([C:8]2[N:9]=[C:10]([C:16]3[C:17]([CH3:25])=[N:18][N:19]4[CH:24]=[CH:23][CH:22]=[CH:21][C:20]=34)[S:11][C:12]=2[C:13](N)=[O:14])[CH:5]=[CH:6]C=1.[O:26]1C=CC(B(O)O)=[CH:27]1.C(=O)([O-])[O-:35].[Cs+].[Cs+].COCCOC. The catalyst is O. The product is [O:35]1[CH:6]=[CH:5][C:4]([C:8]2[N:9]=[C:10]([C:16]3[C:17]([CH3:25])=[N:18][N:19]4[CH:24]=[CH:23][CH:22]=[CH:21][C:20]=34)[S:11][C:12]=2[C:13]([O:26][CH3:27])=[O:14])=[CH:3]1. The yield is 0.930. (9) The product is [CH:9]1([NH:8][CH2:15][C:16]2[CH:23]=[CH:22][C:19]([C:20]#[N:21])=[CH:18][CH:17]=2)[CH2:14][CH2:13][CH2:12][CH2:11][CH2:10]1. The yield is 0.650. The catalyst is C1COCC1.CO. The reactants are C(OC([N:8]([CH2:15][C:16]1[CH:23]=[CH:22][C:19]([CH2:20][NH2:21])=[CH:18][CH:17]=1)[CH:9]1[CH2:14][CH2:13][CH2:12][CH2:11][CH2:10]1)=O)(C)(C)C.B.CSC.C(OC(N(CC1C=CC(C#N)=CC=1)C1CCCCC1)=O)(C)(C)C.OS([O-])(=O)=O.[K+].[OH-].[Na+].